Dataset: Forward reaction prediction with 1.9M reactions from USPTO patents (1976-2016). Task: Predict the product of the given reaction. (1) Given the reactants FC(F)(F)C(O)=O.[Cl:8][C:9]1[C:10]([F:38])=[C:11]([CH:15]2[C:19]([C:22]3[CH:27]=[CH:26][C:25]([Cl:28])=[CH:24][C:23]=3[F:29])([C:20]#[N:21])[CH:18]([CH2:30][C:31]([CH3:34])([CH3:33])[CH3:32])[NH:17][CH:16]2[C:35](O)=[O:36])[CH:12]=[CH:13][CH:14]=1.CC1(C)[O:44][C@@H:43]([CH2:45][CH2:46][NH2:47])[C:42]([CH3:49])([CH3:48])[O:41]1.CN(C(ON1N=NC2C=CC=NC1=2)=[N+](C)C)C.F[P-](F)(F)(F)(F)F.CCN(C(C)C)C(C)C.Cl, predict the reaction product. The product is: [OH:44][C@H:43]([C:42]([OH:41])([CH3:49])[CH3:48])[CH2:45][CH2:46][NH:47][C:35]([CH:16]1[CH:15]([C:11]2[CH:12]=[CH:13][CH:14]=[C:9]([Cl:8])[C:10]=2[F:38])[C:19]([C:22]2[CH:27]=[CH:26][C:25]([Cl:28])=[CH:24][C:23]=2[F:29])([C:20]#[N:21])[CH:18]([CH2:30][C:31]([CH3:33])([CH3:34])[CH3:32])[NH:17]1)=[O:36]. (2) Given the reactants [N:1]([CH2:4][C:5]1[O:9][N:8]=[C:7]([CH3:10])[C:6]=1[C:11]1[C:12]([C:17]([C:19]2[CH:24]=[CH:23][C:22]([Cl:25])=[CH:21][CH:20]=2)=O)=[N:13][N:14]([CH3:16])[CH:15]=1)=[N+]=[N-].C1(P(C2C=CC=CC=2)C2C=CC=CC=2)C=CC=CC=1, predict the reaction product. The product is: [Cl:25][C:22]1[CH:23]=[CH:24][C:19]([C:17]2[C:12]3[C:11](=[CH:15][N:14]([CH3:16])[N:13]=3)[C:6]3[C:7]([CH3:10])=[N:8][O:9][C:5]=3[CH2:4][N:1]=2)=[CH:20][CH:21]=1. (3) Given the reactants [C:1]1([C:7]2[CH:8]=[C:9]3[C:13](=[C:14]([C:16]([NH2:18])=[O:17])[CH:15]=2)[NH:12][CH:11]=[C:10]3[CH:19]2[CH2:24][CH2:23][NH:22][CH2:21][CH2:20]2)[CH:6]=[CH:5][CH:4]=[CH:3][CH:2]=1.[S:25]1[CH:29]=[CH:28][CH:27]=[C:26]1[S:30](Cl)(=[O:32])=[O:31].C(N(CC)CC)C, predict the reaction product. The product is: [C:1]1([C:7]2[CH:8]=[C:9]3[C:13](=[C:14]([C:16]([NH2:18])=[O:17])[CH:15]=2)[NH:12][CH:11]=[C:10]3[CH:19]2[CH2:24][CH2:23][N:22]([S:30]([C:26]3[S:25][CH:29]=[CH:28][CH:27]=3)(=[O:32])=[O:31])[CH2:21][CH2:20]2)[CH:2]=[CH:3][CH:4]=[CH:5][CH:6]=1. (4) Given the reactants [C:1]1([Mg]Br)[CH:6]=[CH:5][CH:4]=[CH:3][CH:2]=1.[CH:9]([C:11]1[CH:12]=[C:13]([C:24]([O:26][CH2:27][CH3:28])=[O:25])[CH:14]=[C:15]([C:17]2[CH:22]=[CH:21][C:20]([CH3:23])=[CH:19][CH:18]=2)[CH:16]=1)=[O:10].O, predict the reaction product. The product is: [OH:10][CH:9]([C:1]1[CH:6]=[CH:5][CH:4]=[CH:3][CH:2]=1)[C:11]1[CH:12]=[C:13]([C:24]([O:26][CH2:27][CH3:28])=[O:25])[CH:14]=[C:15]([C:17]2[CH:18]=[CH:19][C:20]([CH3:23])=[CH:21][CH:22]=2)[CH:16]=1. (5) Given the reactants [Cl:1][C:2]1[CH:7]=[CH:6][C:5]([C@H:8]([C@@H:12]([CH3:17])[C:13]([F:16])([F:15])[F:14])[C:9]([OH:11])=O)=[CH:4][CH:3]=1.[NH2:18][C:19]1[CH:20]=[C:21]([C:26]2([CH2:29][C:30]([O:32][CH3:33])=[O:31])[CH2:28][CH2:27]2)[CH:22]=[CH:23][C:24]=1[F:25].F[P-](F)(F)(F)(F)F.N1(OC(N(C)C)=[N+](C)C)C2N=CC=CC=2N=N1.N1C=CC=CC=1, predict the reaction product. The product is: [Cl:1][C:2]1[CH:3]=[CH:4][C:5]([C@H:8]([C@@H:12]([CH3:17])[C:13]([F:16])([F:15])[F:14])[C:9]([NH:18][C:19]2[CH:20]=[C:21]([C:26]3([CH2:29][C:30]([O:32][CH3:33])=[O:31])[CH2:27][CH2:28]3)[CH:22]=[CH:23][C:24]=2[F:25])=[O:11])=[CH:6][CH:7]=1.